From a dataset of Forward reaction prediction with 1.9M reactions from USPTO patents (1976-2016). Predict the product of the given reaction. (1) Given the reactants Cl[C:2]1[N:7]=[C:6](Cl)[CH:5]=[C:4]([CH3:9])[N:3]=1.[Cl:10][C:11]1[CH:12]=[C:13]([CH:15]=[CH:16][C:17]=1[Cl:18])[NH2:14].[CH3:19][C:20]1[CH:24]=[C:23]([CH3:25])[NH:22][N:21]=1, predict the reaction product. The product is: [Cl:10][C:11]1[CH:12]=[C:13]([NH:14][C:6]2[CH:5]=[C:4]([CH3:9])[N:3]=[C:2]([N:21]3[C:20]([CH3:19])=[CH:24][C:23]([CH3:25])=[N:22]3)[N:7]=2)[CH:15]=[CH:16][C:17]=1[Cl:18]. (2) Given the reactants ClCC1N=[C:5]([C:9]2[S:10][CH:11]=[CH:12][CH:13]=2)OC=1C.[OH:14][C:15]1[CH:36]=[CH:35][C:18]([CH2:19][O:20]/[N:21]=[C:22](/[C:29]2[CH:34]=[CH:33][CH:32]=[CH:31][CH:30]=2)\[CH2:23][CH2:24][C:25]([O:27][CH3:28])=[O:26])=[CH:17][CH:16]=1.C(=O)([O-])[O-].[K+].[K+].[CH3:43][N:44](C)[CH:45]=[O:46].[C:48](OCC)(=O)[CH3:49].[CH3:54]CCCCC, predict the reaction product. The product is: [CH3:48][C:49]1[O:46][C:45]([CH2:5][C:9]2[S:10][CH:11]=[CH:12][CH:13]=2)=[N:44][C:43]=1[CH2:54][O:14][C:15]1[CH:16]=[CH:17][C:18]([CH2:19][O:20]/[N:21]=[C:22](/[C:29]2[CH:30]=[CH:31][CH:32]=[CH:33][CH:34]=2)\[CH2:23][CH2:24][C:25]([O:27][CH3:28])=[O:26])=[CH:35][CH:36]=1.